Predict which catalyst facilitates the given reaction. From a dataset of Catalyst prediction with 721,799 reactions and 888 catalyst types from USPTO. (1) Reactant: C([CH2:3][O:4][C:5](=[O:23])[C:6]1[CH:11]=[CH:10][C:9]([CH3:12])=[N:8][C:7]=1[NH:13][C:14]1[CH:19]=[CH:18][CH:17]=[C:16]([N+:20]([O-:22])=[O:21])[CH:15]=1)#N.C(N(CC)CC)C. Product: [CH3:3][O:4][C:5](=[O:23])[C:6]1[CH:11]=[CH:10][C:9]([CH3:12])=[N:8][C:7]=1[NH:13][C:14]1[CH:19]=[CH:18][CH:17]=[C:16]([N+:20]([O-:22])=[O:21])[CH:15]=1. The catalyst class is: 5. (2) Reactant: C[Si]([N-][Si](C)(C)C)(C)C.[Li+].F[C:12]1[C:13]([C:18]2[NH:27][C:26](=[O:28])[C:25]3[C:20](=[CH:21][C:22]([O:31][CH3:32])=[CH:23][C:24]=3[O:29][CH3:30])[N:19]=2)=[N:14][CH:15]=[CH:16][CH:17]=1.[NH2:33][CH2:34][CH2:35][CH2:36][NH:37][C:38](=[O:42])[CH:39]([CH3:41])[CH3:40]. Product: [CH3:30][O:29][C:24]1[CH:23]=[C:22]([O:31][CH3:32])[CH:21]=[C:20]2[C:25]=1[C:26](=[O:28])[NH:27][C:18]([C:13]1[C:12]([NH:33][CH2:34][CH2:35][CH2:36][NH:37][C:38](=[O:42])[CH:39]([CH3:41])[CH3:40])=[CH:17][CH:16]=[CH:15][N:14]=1)=[N:19]2. The catalyst class is: 598. (3) Product: [Br:2][C:3]1[C:11]([F:12])=[CH:10][C:6]([C:7]([OH:9])=[O:8])=[C:5]2[C:4]=1[C:16]([CH3:15])=[C:17]([CH3:18])[NH:13]2. The catalyst class is: 15. Reactant: Cl.[Br:2][C:3]1[C:11]([F:12])=[CH:10][C:6]([C:7]([OH:9])=[O:8])=[C:5]([NH:13]N)[CH:4]=1.[CH3:15][C:16](=O)[CH2:17][CH3:18]. (4) Reactant: [O:1]1[CH:5]=[CH:4][CH:3]=[C:2]1[C:6]1[N:10]([C:11]2[CH:16]=[CH:15][CH:14]=[C:13](B3OC(C)(C)C(C)(C)O3)[CH:12]=2)[N:9]=[C:8]([C:26]([F:29])([F:28])[F:27])[CH:7]=1.C(=O)([O-])[O-].[K+].[K+].FC(F)(F)S(O[C:42]1[CH2:47][CH2:46][N:45]([C:48]([O:50][CH2:51][C:52]2[CH:57]=[CH:56][CH:55]=[CH:54][CH:53]=2)=[O:49])[CH2:44][CH:43]=1)(=O)=O. Product: [O:1]1[CH:5]=[CH:4][CH:3]=[C:2]1[C:6]1[N:10]([C:11]2[CH:12]=[C:13]([C:42]3[CH2:47][CH2:46][N:45]([C:48]([O:50][CH2:51][C:52]4[CH:53]=[CH:54][CH:55]=[CH:56][CH:57]=4)=[O:49])[CH2:44][CH:43]=3)[CH:14]=[CH:15][CH:16]=2)[N:9]=[C:8]([C:26]([F:29])([F:28])[F:27])[CH:7]=1. The catalyst class is: 3. (5) Reactant: [Cl:1][C:2]1[CH:3]=[C:4]([C@@H:12]([CH2:22][CH:23]2[CH2:27][CH2:26][CH2:25][CH2:24]2)[C:13]([NH:15][C:16]2[CH:20]=[CH:19][N:18]([CH3:21])[N:17]=2)=[O:14])[CH:5]=[CH:6][C:7]=1[S:8]([CH3:11])(=[O:10])=[O:9].C(Cl)(=O)C(Cl)=O.N1C(C)=CC=CC=1C.NC1C=CN(C[C:49]([NH2:51])=[O:50])N=1. Product: [C:49]([CH2:21][N:18]1[CH:19]=[CH:20][C:16]([NH:15][C:13](=[O:14])[C@@H:12]([C:4]2[CH:5]=[CH:6][C:7]([S:8]([CH3:11])(=[O:10])=[O:9])=[C:2]([Cl:1])[CH:3]=2)[CH2:22][CH:23]2[CH2:24][CH2:25][CH2:26][CH2:27]2)=[N:17]1)(=[O:50])[NH2:51]. The catalyst class is: 2. (6) Reactant: [CH2:1]([C:3]1[NH:7][C:6]([C:8]2[CH:13]=[CH:12][C:11]([F:14])=[CH:10][CH:9]=2)=[N:5][C:4]=1[C:15]1[CH:16]=[N:17][CH:18]=[CH:19][CH:20]=1)[CH3:2].[H-].[Na+].[CH3:23]I.[Cl-:25].[NH4+]. Product: [ClH:25].[ClH:25].[CH2:1]([C:3]1[N:7]([CH3:23])[C:6]([C:8]2[CH:9]=[CH:10][C:11]([F:14])=[CH:12][CH:13]=2)=[N:5][C:4]=1[C:15]1[CH:16]=[N:17][CH:18]=[CH:19][CH:20]=1)[CH3:2]. The catalyst class is: 9. (7) Reactant: [CH3:1][C:2]1[C:3]([N:9]2[CH2:14][CH2:13][N:12]([C:15]([C:17]3[CH:18]=[CH:19][C:20]([N:23]4[CH:27]([CH3:28])[CH2:26][N:25](CC5C=CC(OC)=CC=5)[C:24]4=[O:38])=[N:21][CH:22]=3)=[O:16])[CH2:11][CH2:10]2)=[N:4][CH:5]=[C:6]([CH3:8])[CH:7]=1.FC(F)(F)S(O)(=O)=O.C(=O)([O-])O.[Na+]. Product: [CH3:1][C:2]1[C:3]([N:9]2[CH2:10][CH2:11][N:12]([C:15]([C:17]3[CH:18]=[CH:19][C:20]([N:23]4[CH:27]([CH3:28])[CH2:26][NH:25][C:24]4=[O:38])=[N:21][CH:22]=3)=[O:16])[CH2:13][CH2:14]2)=[N:4][CH:5]=[C:6]([CH3:8])[CH:7]=1. The catalyst class is: 55.